Dataset: Full USPTO retrosynthesis dataset with 1.9M reactions from patents (1976-2016). Task: Predict the reactants needed to synthesize the given product. (1) The reactants are: [S:1]1[C:5]2[CH:6]=[CH:7][CH:8]=[CH:9][C:4]=2[N:3]=[C:2]1[CH2:10][O:11][C:12]1[N:17]=[CH:16][C:15]([C:18]([NH:20][C:21]2[CH:26]=[C:25]([C:27]([NH:29][CH:30]3[CH2:32][CH2:31]3)=[O:28])[CH:24]=[CH:23][C:22]=2[CH3:33])=[O:19])=[CH:14][N:13]=1.[CH3:34][S:35]([OH:38])(=[O:37])=[O:36]. Given the product [CH3:34][S:35]([OH:38])(=[O:37])=[O:36].[S:1]1[C:5]2[CH:6]=[CH:7][CH:8]=[CH:9][C:4]=2[N:3]=[C:2]1[CH2:10][O:11][C:12]1[N:13]=[CH:14][C:15]([C:18]([NH:20][C:21]2[CH:26]=[C:25]([C:27]([NH:29][CH:30]3[CH2:32][CH2:31]3)=[O:28])[CH:24]=[CH:23][C:22]=2[CH3:33])=[O:19])=[CH:16][N:17]=1, predict the reactants needed to synthesize it. (2) Given the product [CH3:37][O:36][CH:4]([CH2:5][C:6]1[CH:15]=[C:14]([O:16][CH2:17][CH2:18][C:19]2[C:20]([CH3:35])=[N:21][C:22]([C:25]3[CH:30]=[CH:29][C:28]([C:31]([F:32])([F:34])[F:33])=[CH:27][CH:26]=3)=[CH:23][CH:24]=2)[C:13]2[C:8](=[CH:9][CH:10]=[CH:11][CH:12]=2)[CH:7]=1)[C:3]([OH:38])=[O:2], predict the reactants needed to synthesize it. The reactants are: C[O:2][C:3](=[O:38])[CH:4]([O:36][CH3:37])[CH2:5][C:6]1[CH:15]=[C:14]([O:16][CH2:17][CH2:18][C:19]2[C:20]([CH3:35])=[N:21][C:22]([C:25]3[CH:30]=[CH:29][C:28]([C:31]([F:34])([F:33])[F:32])=[CH:27][CH:26]=3)=[CH:23][CH:24]=2)[C:13]2[C:8](=[CH:9][CH:10]=[CH:11][CH:12]=2)[CH:7]=1.[Li+].[OH-]. (3) Given the product [F:33][C:29]1[CH:28]=[C:27]([CH:32]=[CH:31][CH:30]=1)[CH2:26][O:25][C:22]1[CH:23]=[CH:24][C:19]([NH:18][C:16]2[N:15]=[CH:14][N:13]=[C:12]3[NH:11][N:10]=[C:9]([O:8][CH2:7][CH2:6][N:37]4[CH2:36][CH2:35][CH2:41][O:40][CH2:39][CH2:38]4)[C:17]=23)=[CH:20][C:21]=1[CH3:34], predict the reactants needed to synthesize it. The reactants are: CS(O[CH2:6][CH2:7][O:8][C:9]1[C:17]2[C:12](=[N:13][CH:14]=[N:15][C:16]=2[NH:18][C:19]2[CH:24]=[CH:23][C:22]([O:25][CH2:26][C:27]3[CH:32]=[CH:31][CH:30]=[C:29]([F:33])[CH:28]=3)=[C:21]([CH3:34])[CH:20]=2)[NH:11][N:10]=1)(=O)=O.[CH2:35]1[CH2:41][O:40][CH2:39][CH2:38][NH:37][CH2:36]1.